From a dataset of Peptide-MHC class I binding affinity with 185,985 pairs from IEDB/IMGT. Regression. Given a peptide amino acid sequence and an MHC pseudo amino acid sequence, predict their binding affinity value. This is MHC class I binding data. (1) The peptide sequence is KPNELSLAL. The MHC is HLA-B35:01 with pseudo-sequence HLA-B35:01. The binding affinity (normalized) is 0.571. (2) The peptide sequence is GLENGLNYI. The MHC is HLA-B58:01 with pseudo-sequence HLA-B58:01. The binding affinity (normalized) is 0.0847.